Dataset: Forward reaction prediction with 1.9M reactions from USPTO patents (1976-2016). Task: Predict the product of the given reaction. (1) Given the reactants [Cl:1][C:2]1[CH:3]=[CH:4][C:5]2[O:9][C:8]([C:10]3[CH:15]=[CH:14][C:13]([O:16][CH3:17])=[CH:12][CH:11]=3)=[CH:7][C:6]=2[CH:18]=1.[CH2:19]([N:21]([CH2:24][CH2:25][CH2:26][O:27][C:28]1[CH:36]=[CH:35][C:31]([C:32](Cl)=[O:33])=[CH:30][CH:29]=1)[CH2:22][CH3:23])[CH3:20].[Cl-], predict the reaction product. The product is: [Cl:1][C:2]1[CH:3]=[CH:4][C:5]2[O:9][C:8]([C:10]3[CH:11]=[CH:12][C:13]([O:16][CH3:17])=[CH:14][CH:15]=3)=[C:7]([C:32](=[O:33])[C:31]3[CH:30]=[CH:29][C:28]([O:27][CH2:26][CH2:25][CH2:24][N:21]([CH2:22][CH3:23])[CH2:19][CH3:20])=[CH:36][CH:35]=3)[C:6]=2[CH:18]=1. (2) Given the reactants Cl.NCC1C=C(C(N2CCCC2)=O)C=CC=1.[Na+:17].[F:18][C:19]1[CH:24]=[CH:23][C:22]([C:25]2[C:29]([C:30]3[CH:35]=[CH:34][CH:33]=[CH:32][CH:31]=3)=[C:28]([C:36](=[O:52])[NH:37][CH2:38][C:39]3[CH:44]=[CH:43][CH:42]=[C:41]([C:45]([N:47]4[CH2:51][CH2:50][CH2:49][CH2:48]4)=[O:46])[CH:40]=3)[N:27]([CH:53]([CH3:55])[CH3:54])[C:26]=2[CH2:56][CH2:57][C@@H:58]([OH:66])[CH2:59][C@@H:60]([OH:65])[CH2:61][C:62]([O-:64])=[O:63])=[CH:21][CH:20]=1, predict the reaction product. The product is: [Na+:17].[F:18][C:19]1[CH:24]=[CH:23][C:22]([C:25]2[C:29]([C:30]3[CH:31]=[CH:32][CH:33]=[CH:34][CH:35]=3)=[C:28]([C:36](=[O:52])[NH:37][CH2:38][C:39]3[CH:44]=[CH:43][CH:42]=[C:41]([C:45]([N:47]4[CH2:51][CH2:50][CH2:49][CH2:48]4)=[O:46])[CH:40]=3)[N:27]([CH:53]([CH3:55])[CH3:54])[C:26]=2[CH2:56][CH2:57][CH:58]([OH:66])[CH2:59][CH:60]([OH:65])[CH2:61][C:62]([O-:64])=[O:63])=[CH:21][CH:20]=1.